Task: Predict the product of the given reaction.. Dataset: Forward reaction prediction with 1.9M reactions from USPTO patents (1976-2016) (1) Given the reactants [OH:1]O.[F:3][C:4]1([F:12])[CH2:7][CH:6]([CH2:8][N:9]([CH3:11])[CH3:10])[CH2:5]1.O=O, predict the reaction product. The product is: [OH2:1].[F:3][C:4]1([F:12])[CH2:7][CH:6]([CH2:8][N+:9]([O-:1])([CH3:11])[CH3:10])[CH2:5]1. (2) Given the reactants [F:1][C:2]1[CH:7]=[CH:6][C:5]([N:8]2[CH:12](N3CCCCC3)[CH:11]([CH3:19])[N:10]=[N:9]2)=[CH:4][CH:3]=1.[OH-].[K+].CO, predict the reaction product. The product is: [F:1][C:2]1[CH:3]=[CH:4][C:5]([N:8]2[CH:12]=[C:11]([CH3:19])[N:10]=[N:9]2)=[CH:6][CH:7]=1. (3) Given the reactants [CH:1]1([N:7]2[C:13](=[O:14])[C@@H:12]([NH:15]C(=O)OCC3C=CC=CC=3)[C@H:11]([C:26]3[CH:31]=[C:30]([F:32])[CH:29]=[CH:28][C:27]=3[F:33])[S:10][C:9]3[CH:34]=[CH:35][CH:36]=[CH:37][C:8]2=3)[CH2:6][CH2:5][CH2:4][CH:3]=[CH:2]1, predict the reaction product. The product is: [NH2:15][C@H:12]1[C@H:11]([C:26]2[CH:31]=[C:30]([F:32])[CH:29]=[CH:28][C:27]=2[F:33])[S:10][C:9]2[CH:34]=[CH:35][CH:36]=[CH:37][C:8]=2[N:7]([CH:1]2[CH2:6][CH2:5][CH2:4][CH2:3][CH2:2]2)[C:13]1=[O:14]. (4) Given the reactants S(=O)(=O)(O)O.[Br:6][C:7]1[CH:12]=[CH:11][C:10]([CH2:13][CH2:14][NH:15][C:16](=[O:21])[C:17]([F:20])([F:19])[F:18])=[CH:9][CH:8]=1.[CH2:22]=O.O, predict the reaction product. The product is: [Br:6][C:7]1[CH:8]=[C:9]2[C:10]([CH2:13][CH2:14][N:15]([C:16](=[O:21])[C:17]([F:19])([F:20])[F:18])[CH2:22]2)=[CH:11][CH:12]=1. (5) The product is: [CH3:26][O:25][C:22]1[CH:23]=[CH:24][C:19]([CH2:18][NH:17][C:9]2[C:8]3[C:5]4[CH:6]=[CH:7][C:2]([C:32]5[CH:33]=[CH:34][C:29]([C:28]([F:39])([F:38])[F:27])=[CH:30][CH:31]=5)=[CH:3][C:4]=4[S:14][C:13]=3[C:12]([C:15]#[N:16])=[CH:11][N:10]=2)=[CH:20][CH:21]=1. Given the reactants Br[C:2]1[CH:7]=[CH:6][C:5]2[C:8]3[C:9]([NH:17][CH2:18][C:19]4[CH:24]=[CH:23][C:22]([O:25][CH3:26])=[CH:21][CH:20]=4)=[N:10][CH:11]=[C:12]([C:15]#[N:16])[C:13]=3[S:14][C:4]=2[CH:3]=1.[F:27][C:28]([F:39])([F:38])[C:29]1[CH:34]=[CH:33][C:32](B(O)O)=[CH:31][CH:30]=1.C1C=CC(P(C2C=CC=CC=2)C2C=CC=CC=2)=CC=1.C([O-])([O-])=O.[Na+].[Na+], predict the reaction product. (6) Given the reactants Cl[C:2]1[C:7]([NH:8][C:9]2[C:18]3[C:13](=[CH:14][C:15]([F:20])=[CH:16][C:17]=3[F:19])[N:12]=[C:11]([C:21]3[CH:26]=[CH:25][CH:24]=[CH:23][N:22]=3)[C:10]=2[CH3:27])=[CH:6][C:5]([N:28]2[CH2:33][CH2:32][O:31][CH2:30][CH2:29]2)=[CH:4][N:3]=1.[F:34][CH:35]([F:52])[O:36][C:37]1[CH:38]=[C:39](B2OC(C)(C)C(C)(C)O2)[CH:40]=[CH:41][CH:42]=1.C1(P(C2CCCCC2)C2CCCCC2)CCCCC1.[O-]P([O-])([O-])=O.[K+].[K+].[K+], predict the reaction product. The product is: [F:34][CH:35]([F:52])[O:36][C:37]1[CH:42]=[C:41]([C:2]2[C:7]([NH:8][C:9]3[C:18]4[C:13](=[CH:14][C:15]([F:20])=[CH:16][C:17]=4[F:19])[N:12]=[C:11]([C:21]4[CH:26]=[CH:25][CH:24]=[CH:23][N:22]=4)[C:10]=3[CH3:27])=[CH:6][C:5]([N:28]3[CH2:33][CH2:32][O:31][CH2:30][CH2:29]3)=[CH:4][N:3]=2)[CH:40]=[CH:39][CH:38]=1. (7) Given the reactants [Br:1][C:2]1[CH:21]=[CH:20][C:5]([CH2:6][CH:7]2[C:11]3=[N:12][C:13]4[CH:18]=[CH:17][CH:16]=[CH:15][C:14]=4[N:10]3[C:9](=[O:19])[NH:8]2)=[CH:4][C:3]=1[F:22].Cl.[NH2:24][C:25]12[CH2:32][CH2:31][C:28]([OH:33])([CH2:29][CH2:30]1)[CH2:27][CH2:26]2.C(O)(C(F)(F)F)=O, predict the reaction product. The product is: [NH:12]1[C:13]2[CH:18]=[CH:17][CH:16]=[CH:15][C:14]=2[N:10]=[C:11]1[CH:7]([NH:8][C:9]([NH:24][C:25]12[CH2:32][CH2:31][C:28]([OH:33])([CH2:29][CH2:30]1)[CH2:27][CH2:26]2)=[O:19])[CH2:6][C:5]1[CH:20]=[CH:21][C:2]([Br:1])=[C:3]([F:22])[CH:4]=1. (8) Given the reactants C(OC([CH:8]1[C:17](=[O:18])[C:16]2[C:12](=[C:13]([C:26]3[CH:31]=[CH:30][C:29]([Cl:32])=[CH:28][CH:27]=3)[N:14]([C:19]3[CH:24]=[CH:23][CH:22]=[CH:21][C:20]=3[Cl:25])[N:15]=2)[O:11][CH2:10][CH2:9]1)=O)(C)(C)C, predict the reaction product. The product is: [Cl:32][C:29]1[CH:30]=[CH:31][C:26]([C:13]2[N:14]([C:19]3[CH:24]=[CH:23][CH:22]=[CH:21][C:20]=3[Cl:25])[N:15]=[C:16]3[C:12]=2[O:11][CH2:10][CH2:9][CH2:8][C:17]3=[O:18])=[CH:27][CH:28]=1. (9) Given the reactants Br[C:2]1[CH:7]=[C:6]([F:8])[C:5]([C:9]([N:11]2[CH2:16][CH2:15][CH:14]([N:17]3[CH2:21][CH2:20][CH2:19][CH2:18]3)[CH2:13][CH2:12]2)=[O:10])=[C:4]([F:22])[CH:3]=1.[F:23][C:24]([F:36])([F:35])[O:25][C:26]1[CH:31]=[CH:30][C:29](B(O)O)=[CH:28][CH:27]=1, predict the reaction product. The product is: [F:22][C:4]1[CH:3]=[C:2]([C:29]2[CH:28]=[CH:27][C:26]([O:25][C:24]([F:23])([F:35])[F:36])=[CH:31][CH:30]=2)[CH:7]=[C:6]([F:8])[C:5]=1[C:9]([N:11]1[CH2:16][CH2:15][CH:14]([N:17]2[CH2:21][CH2:20][CH2:19][CH2:18]2)[CH2:13][CH2:12]1)=[O:10].